This data is from Forward reaction prediction with 1.9M reactions from USPTO patents (1976-2016). The task is: Predict the product of the given reaction. (1) The product is: [CH3:9][O:8][C:7]1[C:2]([O:1][CH2:29][C:30]2([CH2:34][O:35][CH3:36])[CH2:33][O:32][CH2:31]2)=[C:3]([C:12]2[CH:20]=[CH:19][CH:18]=[C:17]3[C:13]=2[CH2:14][CH2:15][C:16]3=[O:21])[CH:4]=[CH:5][C:6]=1[O:10][CH3:11]. Given the reactants [OH:1][C:2]1[C:7]([O:8][CH3:9])=[C:6]([O:10][CH3:11])[CH:5]=[CH:4][C:3]=1[C:12]1[CH:20]=[CH:19][CH:18]=[C:17]2[C:13]=1[CH2:14][CH2:15][C:16]2=[O:21].C(=O)([O-])[O-].[K+].[K+].Br[CH2:29][C:30]1([CH2:34][O:35][CH3:36])[CH2:33][O:32][CH2:31]1, predict the reaction product. (2) Given the reactants [CH2:1]([O:3][C:4]([C:6]1[N:7]=[C:8]([C:20]2[CH:25]=[CH:24][C:23]([Cl:26])=[CH:22][CH:21]=2)[N:9]([C:13]2[CH:18]=[CH:17][CH:16]=[CH:15][C:14]=2[F:19])[C:10]=1[CH:11]=O)=[O:5])[CH3:2].[CH:27]1([NH2:32])[CH2:31][CH2:30][CH2:29][CH2:28]1.[BH-](OC(C)=O)(OC(C)=O)OC(C)=O.[Na+], predict the reaction product. The product is: [CH2:1]([O:3][C:4]([C:6]1[N:7]=[C:8]([C:20]2[CH:25]=[CH:24][C:23]([Cl:26])=[CH:22][CH:21]=2)[N:9]([C:13]2[CH:18]=[CH:17][CH:16]=[CH:15][C:14]=2[F:19])[C:10]=1[CH2:11][NH:32][CH:27]1[CH2:31][CH2:30][CH2:29][CH2:28]1)=[O:5])[CH3:2]. (3) Given the reactants Cl.[Cl:2][C:3]1[CH:4]=[C:5]2[C:11]([C:12]3[N:17]=[C:16]([NH:18][C@H:19]4[CH2:24][CH2:23][CH2:22][NH:21][CH2:20]4)[C:15]([F:25])=[CH:14][N:13]=3)=[CH:10][NH:9][C:6]2=[N:7][CH:8]=1.ClC1C=C2C(C3N=[C:40]([NH:42][C@H:43]4[CH2:48]CCN[CH2:44]4)C(F)=CN=3)=CNC2=NC=1.C(N(C(C)C)CC)(C)C.N(CCC)=C=[O:61], predict the reaction product. The product is: [Cl:2][C:3]1[CH:4]=[C:5]2[C:11]([C:12]3[N:17]=[C:16]([NH:18][C@H:19]4[CH2:24][CH2:23][CH2:22][N:21]([C:40]([NH:42][CH:43]([CH3:48])[CH3:44])=[O:61])[CH2:20]4)[C:15]([F:25])=[CH:14][N:13]=3)=[CH:10][NH:9][C:6]2=[N:7][CH:8]=1. (4) The product is: [CH3:13][O:14][C:6]1[CH:7]=[C:2]([Br:1])[C:3]([F:12])=[CH:4][C:5]=1[N+:9]([O-:11])=[O:10]. Given the reactants [Br:1][C:2]1[CH:7]=[C:6](F)[C:5]([N+:9]([O-:11])=[O:10])=[CH:4][C:3]=1[F:12].[CH3:13][O-:14].[Na+], predict the reaction product. (5) Given the reactants C(OC([N:8]1[CH2:14][CH2:13][CH2:12][N:11]([C:15]2[N:23]([CH2:24][CH:25]=[C:26]([CH3:28])[CH3:27])[C:22]3[C:21](=[O:29])[N:20]([CH2:30][C:31]4[C:40]5[C:35](=[CH:36][CH:37]=[CH:38][CH:39]=5)[CH:34]=[CH:33][N:32]=4)[C:19](=[O:41])[N:18]([CH3:42])[C:17]=3[C:16]=2[C:43]#[N:44])[CH2:10][CH2:9]1)=O)(C)(C)C.C(O)(C(F)(F)F)=O, predict the reaction product. The product is: [N:11]1([C:15]2[N:23]([CH2:24][CH:25]=[C:26]([CH3:27])[CH3:28])[C:22]3[C:21](=[O:29])[N:20]([CH2:30][C:31]4[C:40]5[C:35](=[CH:36][CH:37]=[CH:38][CH:39]=5)[CH:34]=[CH:33][N:32]=4)[C:19](=[O:41])[N:18]([CH3:42])[C:17]=3[C:16]=2[C:43]#[N:44])[CH2:12][CH2:13][CH2:14][NH:8][CH2:9][CH2:10]1.